This data is from Reaction yield outcomes from USPTO patents with 853,638 reactions. The task is: Predict the reaction yield, written as a fraction of the theoretical maximum amount of product (1.0 means a 100% yield; for example, 0.34 means a 34% yield). (1) The reactants are COC1C=CC(CN[C@H](CC(C)C)C(N)=O)=CC=1.[Cl:19][C:20]1[CH:25]=[CH:24][C:23]([S:26]([N:29]([CH:40]([CH2:44][CH:45]([CH3:47])[CH3:46])[C:41]([NH2:43])=[O:42])[CH2:30][C:31]2[CH:36]=[CH:35][C:34]([N+:37]([O-])=O)=[CH:33][CH:32]=2)(=[O:28])=[O:27])=[CH:22][CH:21]=1.Cl. The catalyst is CO.[Pd]. The product is [Cl:19][C:20]1[CH:21]=[CH:22][C:23]([S:26]([N:29]([C@H:40]([CH2:44][CH:45]([CH3:47])[CH3:46])[C:41]([NH2:43])=[O:42])[CH2:30][C:31]2[CH:36]=[CH:35][C:34]([NH2:37])=[CH:33][CH:32]=2)(=[O:27])=[O:28])=[CH:24][CH:25]=1. The yield is 0.880. (2) The reactants are [F:1][C:2]1[CH:7]=[CH:6][CH:5]=[CH:4][C:3]=1[CH2:8][O:9][C:10]1[CH:15]=[CH:14][C:13]([C@@H:16]2[N:20]([C:21]([O:23][C:24]([CH3:27])([CH3:26])[CH3:25])=[O:22])[C@H:19]([C:28]([O:30][CH3:31])=[O:29])[CH2:18][CH2:17]2)=[CH:12][C:11]=1[O:32][CH3:33].[Li+].C[Si]([N-][Si](C)(C)C)(C)C.[CH:44](OCC)=[O:45].[BH4-].[Na+]. The catalyst is C1COCC1. The product is [F:1][C:2]1[CH:7]=[CH:6][CH:5]=[CH:4][C:3]=1[CH2:8][O:9][C:10]1[CH:15]=[CH:14][C:13]([C@@H:16]2[N:20]([C:21]([O:23][C:24]([CH3:27])([CH3:26])[CH3:25])=[O:22])[C@:19]([CH2:44][OH:45])([C:28]([O:30][CH3:31])=[O:29])[CH2:18][CH2:17]2)=[CH:12][C:11]=1[O:32][CH3:33]. The yield is 0.460. (3) The reactants are O[CH:2]([C:12]1[C:21]2[C:16](=[CH:17][CH:18]=[CH:19][CH:20]=2)[CH:15]=[CH:14][CH:13]=1)[CH2:3][NH:4][C:5](=[O:11])[O:6][C:7]([CH3:10])([CH3:9])[CH3:8].C1(P(C2C=CC=CC=2)C2C=CC=CC=2)C=CC=CC=1.[C:41]1(=[O:51])[NH:45][C:44](=[O:46])[C:43]2=[CH:47][CH:48]=[CH:49][CH:50]=[C:42]12.N(C(OCC)=O)=NC(OCC)=O. The catalyst is C1COCC1. The product is [O:46]=[C:44]1[C:43]2[C:42](=[CH:50][CH:49]=[CH:48][CH:47]=2)[C:41](=[O:51])[N:45]1[CH:2]([C:12]1[C:21]2[C:16](=[CH:17][CH:18]=[CH:19][CH:20]=2)[CH:15]=[CH:14][CH:13]=1)[CH2:3][NH:4][C:5](=[O:11])[O:6][C:7]([CH3:10])([CH3:9])[CH3:8]. The yield is 0.650. (4) The catalyst is C(OCC)(=O)C. The product is [CH3:29][C:30]1[CH:35]=[C:34]([CH3:36])[N:33]=[C:32]([O:37][C:2]2[C:7](=[O:8])[N:6]([CH2:9][C:10]3[CH:15]=[CH:14][C:13]([C:16]4[C:17]([C:22]#[N:23])=[CH:18][CH:19]=[CH:20][CH:21]=4)=[CH:12][CH:11]=3)[C:5]([CH2:24][CH2:25][CH3:26])=[N:4][C:3]=2[CH2:27][CH3:28])[CH:31]=1. The yield is 0.480. The reactants are Br[C:2]1[C:7](=[O:8])[N:6]([CH2:9][C:10]2[CH:15]=[CH:14][C:13]([C:16]3[C:17]([C:22]#[N:23])=[CH:18][CH:19]=[CH:20][CH:21]=3)=[CH:12][CH:11]=2)[C:5]([CH2:24][CH2:25][CH3:26])=[N:4][C:3]=1[CH2:27][CH3:28].[CH3:29][C:30]1[CH:35]=[C:34]([CH3:36])[N:33]=[C:32]([OH:37])[CH:31]=1.[OH-].[K+].CS(C)=O.